The task is: Predict the reactants needed to synthesize the given product.. This data is from Full USPTO retrosynthesis dataset with 1.9M reactions from patents (1976-2016). (1) The reactants are: [CH2:1]([N:7]=[C:8]=[O:9])[CH2:2][CH2:3][CH2:4][CH2:5][CH3:6].[NH2:10][C:11]1[N:16]=[N:15][C:14]([N:17]2[CH2:22][CH2:21][N:20]([C:23]([C:25]3[CH:30]=[CH:29][CH:28]=[CH:27][C:26]=3[C:31]([F:34])([F:33])[F:32])=[O:24])[CH2:19][CH2:18]2)=[CH:13][CH:12]=1. Given the product [CH2:1]([NH:7][C:8]([NH:10][C:11]1[N:16]=[N:15][C:14]([N:17]2[CH2:18][CH2:19][N:20]([C:23](=[O:24])[C:25]3[CH:30]=[CH:29][CH:28]=[CH:27][C:26]=3[C:31]([F:34])([F:33])[F:32])[CH2:21][CH2:22]2)=[CH:13][CH:12]=1)=[O:9])[CH2:2][CH2:3][CH2:4][CH2:5][CH3:6], predict the reactants needed to synthesize it. (2) Given the product [C:2]1([CH3:8])[CH:3]=[CH:4][CH:5]=[C:6]([O:7][C@@H:10]([CH3:15])[C:11]([O:13][CH3:14])=[O:12])[CH:1]=1, predict the reactants needed to synthesize it. The reactants are: [CH:1]1[C:6]([OH:7])=[CH:5][CH:4]=[CH:3][C:2]=1[CH3:8].O[C@H:10]([CH3:15])[C:11]([O:13][CH3:14])=[O:12].C1C=CC(P(C2C=CC=CC=2)C2C=CC=CC=2)=CC=1.CC(OC(/N=N/C(OC(C)C)=O)=O)C. (3) Given the product [F:1][CH2:2][CH2:3][N:4]([CH3:14])[C:5]1[CH:6]=[C:7]2[C:8]([CH:9]=[C:18]([C:19]3[O:20][C:21]([C:24]4[S:25][CH:26]=[CH:27][CH:28]=4)=[N:22][N:23]=3)[C:17](=[O:16])[O:13]2)=[CH:11][CH:12]=1, predict the reactants needed to synthesize it. The reactants are: [F:1][CH2:2][CH2:3][N:4]([CH3:14])[C:5]1[CH:12]=[CH:11][C:8]([CH:9]=O)=[C:7]([OH:13])[CH:6]=1.C[O:16][C:17](=O)[CH2:18][C:19]1[O:20][C:21]([C:24]2[S:25][CH:26]=[CH:27][CH:28]=2)=[N:22][N:23]=1.N1CCCCC1. (4) Given the product [CH2:13]([C:12]1[N:21]([C:20]2[CH:22]=[CH:23][C:17]([F:16])=[CH:18][CH:19]=2)[C:4](=[O:6])[C:3]2[C:7](=[CH:8][CH:9]=[CH:10][C:2]=2[CH3:1])[N:11]=1)[CH3:14], predict the reactants needed to synthesize it. The reactants are: [CH3:1][C:2]1[CH:10]=[CH:9][CH:8]=[C:7]([NH:11][C:12](=O)[CH2:13][CH3:14])[C:3]=1[C:4]([OH:6])=O.[F:16][C:17]1[CH:23]=[CH:22][C:20]([NH2:21])=[CH:19][CH:18]=1.P(Cl)(Cl)Cl.C(=O)([O-])[O-].[Na+].[Na+]. (5) Given the product [CH2:1]([O:5][CH2:6][CH2:7][O:8][C:9]1[CH:10]=[CH:11][C:12]([C:15]2[CH:16]=[CH:17][C:18]3[N:24]([CH2:25][CH:26]([CH3:27])[CH3:28])[CH2:23][CH2:22][C:21]([C:29]([NH:31][C:32]4[CH:33]=[CH:34][C:35]([S:38]([CH2:39][C:40]5[N:44]6[C:45]([CH3:49])=[CH:46][CH:47]=[CH:48][C:43]6=[N:42][CH:41]=5)=[O:59])=[CH:36][CH:37]=4)=[O:30])=[CH:20][C:19]=3[CH:50]=2)=[CH:13][CH:14]=1)[CH2:2][CH2:3][CH3:4], predict the reactants needed to synthesize it. The reactants are: [CH2:1]([O:5][CH2:6][CH2:7][O:8][C:9]1[CH:14]=[CH:13][C:12]([C:15]2[CH:16]=[CH:17][C:18]3[N:24]([CH2:25][CH:26]([CH3:28])[CH3:27])[CH2:23][CH2:22][C:21]([C:29]([NH:31][C:32]4[CH:37]=[CH:36][C:35]([S:38][CH2:39][C:40]5[N:44]6[C:45]([CH3:49])=[CH:46][CH:47]=[CH:48][C:43]6=[N:42][CH:41]=5)=[CH:34][CH:33]=4)=[O:30])=[CH:20][C:19]=3[CH:50]=2)=[CH:11][CH:10]=1)[CH2:2][CH2:3][CH3:4].ClC1C=CC=C(C(OO)=[O:59])C=1.S([O-])([O-])(=O)=S.[Na+].[Na+]. (6) Given the product [C:44]([O:1][C:2]1[CH:7]=[C:6]([CH2:8][NH:9]/[CH:10]=[C:11]2\[C:12](=[O:23])[NH:13][C:14](=[O:22])[C:15]3[C:20]\2=[CH:19][C:18]([I:21])=[CH:17][CH:16]=3)[CH:5]=[CH:4][C:3]=1[NH:24][C:25](=[O:32])/[CH:26]=[CH:27]/[CH3:67])(=[O:52])/[CH:45]=[CH:46]/[CH3:47], predict the reactants needed to synthesize it. The reactants are: [OH:1][C:2]1[CH:7]=[C:6]([CH2:8][NH:9]/[CH:10]=[C:11]2\[C:12](=[O:23])[NH:13][C:14](=[O:22])[C:15]3[C:20]\2=[CH:19][C:18]([I:21])=[CH:17][CH:16]=3)[CH:5]=[CH:4][C:3]=1[NH:24][C:25](=[O:32])[C:26]1C=CC=C[CH:27]=1.NC1C=CC(CN/C=C2\C(=O)N[C:44](=[O:52])[C:45]3C\2=CC(I)=[CH:47][CH:46]=3)=CC=1O[Si](C(C)C)(C(C)C)C(C)C.[C:67](OC(=O)/C=C/C)(=O)/C=C/C.